This data is from Reaction yield outcomes from USPTO patents with 853,638 reactions. The task is: Predict the reaction yield, written as a fraction of the theoretical maximum amount of product (1.0 means a 100% yield; for example, 0.34 means a 34% yield). (1) The reactants are [CH3:1][C:2]1([CH3:30])[CH2:11][C:10]2[C:5](=[CH:6][CH:7]=[C:8]([C:12]([O:14]C)=[O:13])[CH:9]=2)[NH:4][CH:3]1[C:16]1[CH:21]=[CH:20][CH:19]=[C:18]([C:22]([N:24]2[CH2:29][CH2:28][CH2:27][CH2:26][CH2:25]2)=[O:23])[CH:17]=1.[OH-].[Na+].Cl. The catalyst is CO.O. The product is [CH3:1][C:2]1([CH3:30])[CH2:11][C:10]2[C:5](=[CH:6][CH:7]=[C:8]([C:12]([OH:14])=[O:13])[CH:9]=2)[NH:4][CH:3]1[C:16]1[CH:21]=[CH:20][CH:19]=[C:18]([C:22]([N:24]2[CH2:29][CH2:28][CH2:27][CH2:26][CH2:25]2)=[O:23])[CH:17]=1. The yield is 0.838. (2) The reactants are [NH2:1][CH2:2][C:3]1[S:7][C:6](/[CH:8]=[CH:9]/[C:10]([NH:12][CH:13]([C:18]2[CH:23]=[CH:22][CH:21]=[C:20]([C:24]([F:27])([F:26])[F:25])[CH:19]=2)[C:14]([F:17])([F:16])[F:15])=[O:11])=[CH:5][C:4]=1[CH3:28].CN(C(ON1N=NC2C=CC=NC1=2)=[N+](C)C)C.F[P-](F)(F)(F)(F)F.[CH3:53][S:54][CH2:55][C:56](O)=[O:57].C(N(CC)CC)C. The catalyst is C1COCC1.O. The product is [CH3:28][C:4]1[CH:5]=[C:6](/[CH:8]=[CH:9]/[C:10]([NH:12][CH:13]([C:18]2[CH:23]=[CH:22][CH:21]=[C:20]([C:24]([F:27])([F:25])[F:26])[CH:19]=2)[C:14]([F:15])([F:16])[F:17])=[O:11])[S:7][C:3]=1[CH2:2][NH:1][C:56](=[O:57])[CH2:55][S:54][CH3:53]. The yield is 0.360. (3) The reactants are [CH3:1][C:2]1[C:7]([NH:8][S:9]([C:12]2[CH:17]=[CH:16][CH:15]=[CH:14][CH:13]=2)(=[O:11])=[O:10])=[CH:6][CH:5]=[C:4]([CH3:18])[C:3]=1[NH:19][C:20]([CH2:22][C:23]1[CH:30]=[CH:29][C:26]([C:27]#[N:28])=[CH:25][CH:24]=1)=[O:21].Cl.C(=O)([O-])[O-].[NH4+:36].[NH4+]. The catalyst is C(O)C. The product is [CH3:1][C:2]1[C:7]([NH:8][S:9]([C:12]2[CH:13]=[CH:14][CH:15]=[CH:16][CH:17]=2)(=[O:11])=[O:10])=[CH:6][CH:5]=[C:4]([CH3:18])[C:3]=1[NH:19][C:20]([CH2:22][C:23]1[CH:24]=[CH:25][C:26]([C:27]([NH2:36])=[NH:28])=[CH:29][CH:30]=1)=[O:21]. The yield is 0.670. (4) The reactants are Cl[C:2]1[N:3]=[CH:4][C:5]([C:8]([N:10]2[CH2:16][CH2:15][CH2:14][N:13]([CH:17]3[CH2:20][CH2:19][CH2:18]3)[CH2:12][CH2:11]2)=[O:9])=[N:6][CH:7]=1.[F:21][C:22]1[CH:27]=[CH:26][C:25]([OH:28])=[CH:24][CH:23]=1.C([O-])([O-])=O.[Cs+].[Cs+]. The catalyst is CN(C=O)C. The product is [CH:17]1([N:13]2[CH2:14][CH2:15][CH2:16][N:10]([C:8]([C:5]3[CH:4]=[N:3][C:2]([O:28][C:25]4[CH:26]=[CH:27][C:22]([F:21])=[CH:23][CH:24]=4)=[CH:7][N:6]=3)=[O:9])[CH2:11][CH2:12]2)[CH2:20][CH2:19][CH2:18]1. The yield is 0.600. (5) The reactants are Cl[C:2]1[CH:7]=[CH:6][N:5]=[CH:4][C:3]=1[N+:8]([O-:10])=[O:9].[NH2:11][CH2:12][C@@H:13]1[CH2:17][CH2:16][N:15]([C:18]([O:20][C:21]([CH3:24])([CH3:23])[CH3:22])=[O:19])[CH2:14]1.C(N(CC)CC)C. The catalyst is C(O)C. The product is [N+:8]([C:3]1[CH:4]=[N:5][CH:6]=[CH:7][C:2]=1[NH:11][CH2:12][C@@H:13]1[CH2:17][CH2:16][N:15]([C:18]([O:20][C:21]([CH3:24])([CH3:23])[CH3:22])=[O:19])[CH2:14]1)([O-:10])=[O:9]. The yield is 0.850. (6) The reactants are [F:1][C:2]1[CH:11]=[C:10]2[C:5]([CH2:6][CH2:7][C:8](=[O:13])[N:9]2[CH3:12])=[CH:4][CH:3]=1.C1C(=O)N([Br:21])C(=O)C1.O. The catalyst is CN(C=O)C.CCOC(C)=O. The product is [Br:21][C:3]1[CH:4]=[C:5]2[C:10](=[CH:11][C:2]=1[F:1])[N:9]([CH3:12])[C:8](=[O:13])[CH2:7][CH2:6]2. The yield is 0.780.